Dataset: Forward reaction prediction with 1.9M reactions from USPTO patents (1976-2016). Task: Predict the product of the given reaction. (1) Given the reactants F[C:2]1[C:3](F)=[C:4](F)[C:5](F)=[C:6]2[C:11](=O)O[C:8](=O)[C:7]=12.[C:16]1([CH:23]=[CH:22][C:20](O)=[CH:19][CH:18]=1)O, predict the reaction product. The product is: [CH:5]1[C:6]2[C:7](=[CH:8][C:16]3[C:23]([CH:11]=2)=[CH:22][CH:20]=[CH:19][CH:18]=3)[CH:2]=[CH:3][CH:4]=1. (2) Given the reactants [Br:1][C:2]1[CH:3]=[C:4]2[C:9]([NH:10][C@H:11]3[C@@H:15]([CH3:16])[CH2:14][N:13]([C:17]([O:19]CC4C=CC=CC=4)=[O:18])[CH2:12]3)=[C:8]([C:27](=[O:29])[NH2:28])[CH:7]=[N:6][N:5]2[CH:30]=1.BrC1C=C2[C:39](Cl)=[C:38]([C:41](N)=O)[CH:37]=NN2C=1.N[C@H]1[C@@H](C)CN(C(OCC2C=CC=CC=2)=O)C1.I[Si](C)(C)C.C(OC(OC(OC(C)(C)C)=O)=O)(C)(C)C.C(N(CC)C(C)C)(C)C, predict the reaction product. The product is: [Br:1][C:2]1[CH:3]=[C:4]2[C:9]([NH:10][C@H:11]3[C@@H:15]([CH3:16])[CH2:14][N:13]([C:17]([O:19][C:38]([CH3:41])([CH3:39])[CH3:37])=[O:18])[CH2:12]3)=[C:8]([C:27](=[O:29])[NH2:28])[CH:7]=[N:6][N:5]2[CH:30]=1.